From a dataset of Peptide-MHC class II binding affinity with 134,281 pairs from IEDB. Regression. Given a peptide amino acid sequence and an MHC pseudo amino acid sequence, predict their binding affinity value. This is MHC class II binding data. (1) The peptide sequence is MATRFMTDPHAMRDM. The MHC is HLA-DQA10401-DQB10402 with pseudo-sequence HLA-DQA10401-DQB10402. The binding affinity (normalized) is 0. (2) The peptide sequence is GLFNPMILAAGLIACDPNR. The MHC is DRB1_0401 with pseudo-sequence DRB1_0401. The binding affinity (normalized) is 0.217. (3) The peptide sequence is EKKYFAATQFEPLAQ. The MHC is HLA-DPA10103-DPB10601 with pseudo-sequence HLA-DPA10103-DPB10601. The binding affinity (normalized) is 0. (4) The peptide sequence is FVAGAKYMVIQGEPG. The MHC is HLA-DQA10301-DQB10302 with pseudo-sequence HLA-DQA10301-DQB10302. The binding affinity (normalized) is 0.400.